From a dataset of Reaction yield outcomes from USPTO patents with 853,638 reactions. Predict the reaction yield, written as a fraction of the theoretical maximum amount of product (1.0 means a 100% yield; for example, 0.34 means a 34% yield). (1) The reactants are [CH3:1][O:2][C:3]1[CH:8]=[CH:7][CH:6]=[CH:5][C:4]=1[CH:9]=[CH:10][C:11](=[O:22])[CH:12]=[CH:13][C:14]1[CH:19]=[CH:18][CH:17]=[CH:16][C:15]=1[O:20][CH3:21].[CH3:23][NH2:24].O. The catalyst is CN(C)C=O. The product is [CH3:21][O:20][C:15]1[CH:16]=[CH:17][CH:18]=[CH:19][C:14]=1[CH:13]1[CH2:12][C:11](=[O:22])[CH2:10][CH:9]([C:4]2[CH:5]=[CH:6][CH:7]=[CH:8][C:3]=2[O:2][CH3:1])[N:24]1[CH3:23]. The yield is 0.550. (2) The reactants are [CH2:1]([O:8][C:9]1[CH:10]=[C:11]([O:31][CH3:32])[C:12]([N+:28]([O-])=O)=[C:13]([N:15]2[CH:19]=[C:18]([CH3:20])[N:17]=[C:16]2[C:21]2[CH:26]=[CH:25][N:24]=[CH:23][C:22]=2[CH3:27])[CH:14]=1)[C:2]1[CH:7]=[CH:6][CH:5]=[CH:4][CH:3]=1.O.O.[Sn](Cl)Cl.Cl.[OH-].[Na+]. The catalyst is C(O)C. The product is [CH2:1]([O:8][C:9]1[CH:14]=[C:13]([N:15]2[CH:19]=[C:18]([CH3:20])[N:17]=[C:16]2[C:21]2[CH:26]=[CH:25][N:24]=[CH:23][C:22]=2[CH3:27])[C:12]([NH2:28])=[C:11]([O:31][CH3:32])[CH:10]=1)[C:2]1[CH:7]=[CH:6][CH:5]=[CH:4][CH:3]=1. The yield is 0.830. (3) The reactants are [CH2:1]([O:3][C:4]([N:6]1[CH2:11][CH2:10][NH:9][CH2:8][CH2:7]1)=[O:5])[CH3:2].[N+:12]([CH3:15])([O-:14])=[O:13].[CH:16](=O)[CH3:17].CC([O-])(C)C.[K+]. The catalyst is C(O)C.C1COCC1. The product is [CH2:1]([O:3][C:4]([N:6]1[CH2:7][CH2:8][N:9]([CH:16]([CH3:17])[CH2:15][N+:12]([O-:14])=[O:13])[CH2:10][CH2:11]1)=[O:5])[CH3:2]. The yield is 0.307. (4) The reactants are [Cl:1][C:2]1[C:3]([O:9][C:10]2[CH:17]=[C:16]([O:18]COC)[CH:15]=[CH:14][C:11]=2[CH:12]=[O:13])=[N:4][CH:5]=[C:6]([Cl:8])[CH:7]=1.Cl. The catalyst is CC(C)=O. The product is [Cl:1][C:2]1[C:3]([O:9][C:10]2[CH:17]=[C:16]([OH:18])[CH:15]=[CH:14][C:11]=2[CH:12]=[O:13])=[N:4][CH:5]=[C:6]([Cl:8])[CH:7]=1. The yield is 0.990. (5) The reactants are [CH:1]([O:4][C:5](=[O:25])[NH:6][C:7]1[CH:12]=[CH:11][C:10]([C:13]2[NH:14][C:15]3[C:20]([C:21]=2[Cl:22])=[CH:19][CH:18]=[C:17]([O:23][CH3:24])[CH:16]=3)=[CH:9][CH:8]=1)([CH3:3])[CH3:2].C([O-])([O-])=O.[Cs+].[Cs+].Br[CH2:33][CH:34]1[CH2:36][CH2:35]1.CN(C=O)C. The catalyst is O. The product is [CH:1]([O:4][C:5](=[O:25])[NH:6][C:7]1[CH:8]=[CH:9][C:10]([C:13]2[N:14]([CH2:33][CH:34]3[CH2:36][CH2:35]3)[C:15]3[C:20]([C:21]=2[Cl:22])=[CH:19][CH:18]=[C:17]([O:23][CH3:24])[CH:16]=3)=[CH:11][CH:12]=1)([CH3:3])[CH3:2]. The yield is 0.330. (6) The reactants are Cl[C:2]1[N:7]=[C:6]([NH2:8])[CH:5]=[CH:4][N:3]=1.[CH3:9][NH:10][CH2:11][CH2:12][OH:13].C(Cl)Cl. The catalyst is O1CCOCC1.N.CO. The product is [NH2:8][C:6]1[CH:5]=[CH:4][N:3]=[C:2]([CH2:9][NH:10][CH2:11][CH2:12][OH:13])[N:7]=1. The yield is 0.780.